This data is from Full USPTO retrosynthesis dataset with 1.9M reactions from patents (1976-2016). The task is: Predict the reactants needed to synthesize the given product. (1) Given the product [Cl:21][C:22]1[CH:29]=[CH:28][C:25]([CH2:26][NH:27][C:3]([C:5]2[N:6]=[C:7]([CH2:13][C:14]3[CH:19]=[CH:18][CH:17]=[CH:16][C:15]=3[Br:20])[NH:8][C:9](=[O:12])[C:10]=2[OH:11])=[O:4])=[CH:24][CH:23]=1, predict the reactants needed to synthesize it. The reactants are: CO[C:3]([C:5]1[N:6]=[C:7]([CH2:13][C:14]2[CH:19]=[CH:18][CH:17]=[CH:16][C:15]=2[Br:20])[NH:8][C:9](=[O:12])[C:10]=1[OH:11])=[O:4].[Cl:21][C:22]1[CH:29]=[CH:28][C:25]([CH2:26][NH2:27])=[CH:24][CH:23]=1. (2) The reactants are: [C:1]([C:3]1[CH:8]=[CH:7][C:6]([C:9]2[CH:10]=[C:11]3[C:16](=[CH:17][CH:18]=2)[CH:15]([C:19]([O:21]CC)=O)[C:14](=O)[CH2:13][CH2:12]3)=[CH:5][CH:4]=1)#[N:2].[NH:25]([C:27]1[CH:32]=[CH:31][CH:30]=[CH:29][N:28]=1)[NH2:26]. Given the product [OH:21][C:19]1[N:25]([C:27]2[CH:32]=[CH:31][CH:30]=[CH:29][N:28]=2)[N:26]=[C:14]2[C:15]=1[C:16]1[CH:17]=[CH:18][C:9]([C:6]3[CH:5]=[CH:4][C:3]([C:1]#[N:2])=[CH:8][CH:7]=3)=[CH:10][C:11]=1[CH2:12][CH2:13]2, predict the reactants needed to synthesize it. (3) Given the product [C:13]([O:12][C:10]([NH:1][C@@H:2]([CH2:3][CH:4]([CH3:5])[CH3:6])[C:7]([NH:26][C:19]1[CH:20]=[CH:21][C:22]([CH2:23][OH:24])=[CH:17][CH:18]=1)=[O:9])=[O:11])([CH3:16])([CH3:15])[CH3:14], predict the reactants needed to synthesize it. The reactants are: [NH:1]([C:10]([O:12][C:13]([CH3:16])([CH3:15])[CH3:14])=[O:11])[C@H:2]([C:7]([OH:9])=O)[CH2:3][CH:4]([CH3:6])[CH3:5].[CH:17]1[C:22]([C:23](O)=[O:24])=[CH:21][CH:20]=[C:19]([NH2:26])[CH:18]=1.CCOC1N(C(OCC)=O)C2C(=CC=CC=2)C=C1.C1(C)C=CC=CC=1. (4) Given the product [C:1]([O:5][C:6]([NH:7][CH:8]([CH:12]1[CH2:17][CH2:16][O:15][CH2:14][CH2:13]1)[CH2:9][CH2:10][O:11][S:27]([CH3:26])(=[O:29])=[O:28])=[O:18])([CH3:4])([CH3:2])[CH3:3], predict the reactants needed to synthesize it. The reactants are: [C:1]([O:5][C:6](=[O:18])[NH:7][CH:8]([CH:12]1[CH2:17][CH2:16][O:15][CH2:14][CH2:13]1)[CH2:9][CH2:10][OH:11])([CH3:4])([CH3:3])[CH3:2].CCN(CC)CC.[CH3:26][S:27](Cl)(=[O:29])=[O:28]. (5) Given the product [Br:17][CH2:18][CH2:19][N:8]([N:6]1[CH:5]=[N:4][N:3]=[CH:7]1)[C:9]1[CH:10]=[CH:11][C:12]([C:13]#[N:14])=[CH:15][CH:16]=1, predict the reactants needed to synthesize it. The reactants are: [H-].[Na+].[N:3]1[N:4]=[CH:5][N:6]([NH:8][C:9]2[CH:16]=[CH:15][C:12]([C:13]#[N:14])=[CH:11][CH:10]=2)[CH:7]=1.[Br:17][CH2:18][CH2:19]Br.C(OCC)(=O)C. (6) Given the product [NH2:2][C@@H:3]1[C:12]2[N:11]=[CH:10][CH:9]=[CH:8][C:7]=2[CH2:6][CH2:5][CH2:4]1, predict the reactants needed to synthesize it. The reactants are: Cl.[NH2:2][C@@H:3]1[C:12]2[N:11]=[CH:10][CH:9]=[CH:8][C:7]=2[CH2:6][CH2:5][CH2:4]1.[OH-].[Na+]. (7) Given the product [Cl:19][CH2:18][C@H:16]([OH:17])[CH2:15][NH:12][C:11]1[CH:13]=[CH:14][C:8]([N:1]2[CH2:6][CH2:5][O:4][CH2:3][C:2]2=[O:7])=[CH:9][CH:10]=1, predict the reactants needed to synthesize it. The reactants are: [N:1]1([C:8]2[CH:14]=[CH:13][C:11]([NH2:12])=[CH:10][CH:9]=2)[CH2:6][CH2:5][O:4][CH2:3][C:2]1=[O:7].[CH2:15]1[O:17][C@H:16]1[CH2:18][Cl:19]. (8) Given the product [CH2:39]([O:40][C:41]([NH:1][C:2]1[CH:3]=[C:4]2[C:8](=[CH:9][CH:10]=1)[N:7]([C:11]1[N:12]=[C:13]([O:16][CH:17]3[CH2:18][CH2:19][N:20]([C:23]([O:25][C:26]([CH3:29])([CH3:28])[CH3:27])=[O:24])[CH2:21][CH2:22]3)[S:14][CH:15]=1)[CH:6]=[CH:5]2)=[O:42])[CH3:38], predict the reactants needed to synthesize it. The reactants are: [NH2:1][C:2]1[CH:3]=[C:4]2[C:8](=[CH:9][CH:10]=1)[N:7]([C:11]1[N:12]=[C:13]([O:16][CH:17]3[CH2:22][CH2:21][N:20]([C:23]([O:25][C:26]([CH3:29])([CH3:28])[CH3:27])=[O:24])[CH2:19][CH2:18]3)[S:14][CH:15]=1)[CH:6]=[CH:5]2.C(N(CC)CC)C.Cl[CH2:38][CH2:39][O:40][CH:41]=[O:42]. (9) Given the product [CH2:1]([C:8]1[CH:9]=[N:10][C:11]2[C:16]([C:17]=1[C:18]1[CH:19]=[C:20]([NH:24][CH2:41][C:40]3[CH:39]=[CH:38][C:37](/[CH:36]=[C:32]4/[C:33](=[O:35])[NH:34][C:30](=[O:29])[S:31]/4)=[CH:44][CH:43]=3)[CH:21]=[CH:22][CH:23]=1)=[CH:15][CH:14]=[CH:13][C:12]=2[C:25]([F:28])([F:26])[F:27])[C:2]1[CH:3]=[CH:4][CH:5]=[CH:6][CH:7]=1, predict the reactants needed to synthesize it. The reactants are: [CH2:1]([C:8]1[CH:9]=[N:10][C:11]2[C:16]([C:17]=1[C:18]1[CH:19]=[C:20]([NH2:24])[CH:21]=[CH:22][CH:23]=1)=[CH:15][CH:14]=[CH:13][C:12]=2[C:25]([F:28])([F:27])[F:26])[C:2]1[CH:7]=[CH:6][CH:5]=[CH:4][CH:3]=1.[O:29]=[C:30]1[NH:34][C:33](=[O:35])[C:32](=[CH:36][C:37]2[CH:44]=[CH:43][C:40]([CH:41]=O)=[CH:39][CH:38]=2)[S:31]1.